This data is from Reaction yield outcomes from USPTO patents with 853,638 reactions. The task is: Predict the reaction yield, written as a fraction of the theoretical maximum amount of product (1.0 means a 100% yield; for example, 0.34 means a 34% yield). (1) The reactants are [CH3:1][N:2]([CH2:4][C:5]([O:7][CH2:8][CH3:9])=[O:6])[NH2:3].[CH2:10]([N:17]=[C:18]=[O:19])[C:11]1[CH:16]=[CH:15][CH:14]=[CH:13][CH:12]=1. No catalyst specified. The product is [CH3:1][N:2]([CH2:4][C:5]([O:7][CH2:8][CH3:9])=[O:6])[NH:3][C:18](=[O:19])[NH:17][CH2:10][C:11]1[CH:16]=[CH:15][CH:14]=[CH:13][CH:12]=1. The yield is 0.760. (2) The reactants are [O:1]1[C:10]2[CH:9]=[C:8]([CH2:11]O)[N:7]=[CH:6][C:5]=2[O:4][CH2:3][CH2:2]1.N12CCCN=C1CCCCC2.C1(P([N:38]=[N+:39]=[N-:40])(C2C=CC=CC=2)=O)C=CC=CC=1.C(=O)(O)[O-].[Na+]. The catalyst is C1(C)C=CC=CC=1.ClCCl. The product is [N:38]([CH2:11][C:8]1[N:7]=[CH:6][C:5]2[O:4][CH2:3][CH2:2][O:1][C:10]=2[CH:9]=1)=[N+:39]=[N-:40]. The yield is 0.980.